Dataset: Forward reaction prediction with 1.9M reactions from USPTO patents (1976-2016). Task: Predict the product of the given reaction. Given the reactants [F:1][CH:2]([F:21])[C:3]1[C:7]([S:8]([C@@:11]([CH:14]2[CH2:19][CH2:18][NH:17][CH2:16][CH2:15]2)([F:13])[CH3:12])(=[O:10])=[O:9])=[CH:6][N:5]([CH3:20])[N:4]=1.[C:22]1([NH:28][C:29](=[O:31])O)C=CC=[CH:24][CH:23]=1.NC1C=C[O:35][N:34]=1.CN(C)C, predict the reaction product. The product is: [F:21][CH:2]([F:1])[C:3]1[C:7]([S:8]([C@@:11]([CH:14]2[CH2:19][CH2:18][N:17]([C:29]([NH:28][C:22]3[CH:23]=[CH:24][O:35][N:34]=3)=[O:31])[CH2:16][CH2:15]2)([F:13])[CH3:12])(=[O:9])=[O:10])=[CH:6][N:5]([CH3:20])[N:4]=1.